Task: Regression. Given a peptide amino acid sequence and an MHC pseudo amino acid sequence, predict their binding affinity value. This is MHC class I binding data.. Dataset: Peptide-MHC class I binding affinity with 185,985 pairs from IEDB/IMGT (1) The peptide sequence is YTMCSGKFSI. The MHC is HLA-A02:17 with pseudo-sequence HLA-A02:17. The binding affinity (normalized) is 0.419. (2) The peptide sequence is RTGVGRFRY. The MHC is HLA-A03:01 with pseudo-sequence HLA-A03:01. The binding affinity (normalized) is 0.552. (3) The MHC is HLA-B15:17 with pseudo-sequence HLA-B15:17. The peptide sequence is MSIISTFHL. The binding affinity (normalized) is 1.00. (4) The peptide sequence is LTAGFLIFL. The MHC is HLA-B40:02 with pseudo-sequence HLA-B40:02. The binding affinity (normalized) is 0. (5) The peptide sequence is ERFAVNPGLLE. The MHC is HLA-A02:06 with pseudo-sequence HLA-A02:06. The binding affinity (normalized) is 0.186. (6) The peptide sequence is FAISCFLLC. The MHC is HLA-A02:06 with pseudo-sequence HLA-A02:06. The binding affinity (normalized) is 0.500. (7) The peptide sequence is HWMDATFNI. The MHC is HLA-A80:01 with pseudo-sequence HLA-A80:01. The binding affinity (normalized) is 0.0847.